From a dataset of Reaction yield outcomes from USPTO patents with 853,638 reactions. Predict the reaction yield, written as a fraction of the theoretical maximum amount of product (1.0 means a 100% yield; for example, 0.34 means a 34% yield). (1) The reactants are [CH2:1]([O:3][C:4](=[O:32])[CH:5]([O:27][C:28]([CH3:31])([CH3:30])[CH3:29])[C:6]1[C:15](OS(C(F)(F)F)(=O)=O)=[C:14]([CH:24]2[CH2:26][CH2:25]2)[CH:13]=[C:12]2[C:7]=1[CH:8]=[CH:9][CH:10]=[N:11]2)[CH3:2].[O:33]1[C:42]2[C:37](=[CH:38][C:39](B(O)O)=[CH:40][CH:41]=2)[CH2:36][CH2:35][CH2:34]1.O.[O-]P([O-])([O-])=O.[K+].[K+].[K+].O1CCOCC1. The catalyst is C(OCC)(=O)C.C1(P(C2C=CC=CC=2)C2C=CC=CC=2)C=CC=CC=1.C1(P(C2C=CC=CC=2)C2C=CC=CC=2)C=CC=CC=1.C1(P(C2C=CC=CC=2)C2C=CC=CC=2)C=CC=CC=1.C1(P(C2C=CC=CC=2)C2C=CC=CC=2)C=CC=CC=1.[Pd]. The product is [CH2:1]([O:3][C:4](=[O:32])[CH:5]([O:27][C:28]([CH3:31])([CH3:30])[CH3:29])[C:6]1[C:15]([C:39]2[CH:38]=[C:37]3[C:42](=[CH:41][CH:40]=2)[O:33][CH2:34][CH2:35][CH2:36]3)=[C:14]([CH:24]2[CH2:26][CH2:25]2)[CH:13]=[C:12]2[C:7]=1[CH:8]=[CH:9][CH:10]=[N:11]2)[CH3:2]. The yield is 0.380. (2) The reactants are [F:1][C:2]([F:8])([F:7])[CH2:3][CH2:4][CH:5]=[O:6].[Br:9]Br. The catalyst is O1CCOCC1. The product is [Br:9][CH:4]([CH2:3][C:2]([F:8])([F:7])[F:1])[CH:5]=[O:6]. The yield is 0.760. (3) The reactants are Br[C:2]1[CH:23]=[CH:22][C:5]([C:6]([NH:8][S:9]([C:12]2[CH:17]=[CH:16][CH:15]=[CH:14][C:13]=2[S:18](=[O:21])(=[O:20])[NH2:19])(=[O:11])=[O:10])=[O:7])=[CH:4][C:3]=1[O:24][CH:25]([CH3:27])[CH3:26].[C:28]([CH:30]1[CH2:32][CH2:31]1)#[CH:29]. No catalyst specified. The product is [CH:30]1([C:28]#[C:29][C:2]2[CH:23]=[CH:22][C:5]([C:6]([NH:8][S:9]([C:12]3[CH:17]=[CH:16][CH:15]=[CH:14][C:13]=3[S:18](=[O:21])(=[O:20])[NH2:19])(=[O:11])=[O:10])=[O:7])=[CH:4][C:3]=2[O:24][CH:25]([CH3:27])[CH3:26])[CH2:32][CH2:31]1. The yield is 0.160. (4) The reactants are [Si:1]([O:8][CH2:9][C@@H:10]([NH:14][C:15](=[O:21])[O:16][C:17]([CH3:20])([CH3:19])[CH3:18])[CH2:11][CH:12]=[CH2:13])([C:4]([CH3:7])([CH3:6])[CH3:5])([CH3:3])[CH3:2].[CH3:22]I.[H-].[Na+]. The catalyst is CN(C=O)C. The product is [Si:1]([O:8][CH2:9][C@@H:10]([N:14]([CH3:22])[C:15](=[O:21])[O:16][C:17]([CH3:20])([CH3:19])[CH3:18])[CH2:11][CH:12]=[CH2:13])([C:4]([CH3:7])([CH3:5])[CH3:6])([CH3:3])[CH3:2]. The yield is 0.400. (5) The reactants are F[C:2]1[CH:10]=[CH:9][CH:8]=[C:7](F)[C:3]=1[C:4](Cl)=[O:5].[Cl:12][C:13]1[C:14]([C:24]2[CH:25]=[CH:26][C:27]([NH2:30])=[N:28][CH:29]=2)=[CH:15][C:16]2[O:20][C:19]([F:22])([F:21])[O:18][C:17]=2[CH:23]=1.CCN(C(C)C)C(C)C.[Cl:40]CCl. The catalyst is CN(C1C=CN=CC=1)C.O1CCCC1.CO.[OH-].[Li+]. The product is [Cl:40][C:2]1[CH:10]=[CH:9][CH:8]=[CH:7][C:3]=1[C:4]([NH:30][C:27]1[CH:26]=[CH:25][C:24]([C:14]2[C:13]([Cl:12])=[CH:23][C:17]3[O:18][C:19]([F:21])([F:22])[O:20][C:16]=3[CH:15]=2)=[CH:29][N:28]=1)=[O:5]. The yield is 0.580. (6) The reactants are O.[OH-].[Na+].[F:4][C:5]1[C:6]([CH2:14][C:15]#[N:16])=[CH:7][C:8]2[O:12][CH2:11][O:10][C:9]=2[CH:13]=1.Br[CH2:18][CH2:19]Cl. The yield is 0.600. The product is [F:4][C:5]1[C:6]([C:14]2([C:15]#[N:16])[CH2:19][CH2:18]2)=[CH:7][C:8]2[O:12][CH2:11][O:10][C:9]=2[CH:13]=1. The catalyst is [Br-].C([N+](CCCC)(CCCC)CCCC)CCC.C1(C)C=CC=CC=1. (7) The reactants are Br[C:2]1[CH:7]=[C:6]([C:8]2[C:9]([C:32]3[CH:37]=[CH:36][CH:35]=[C:34]([CH3:38])[N:33]=3)=[N:10][N:11]([C:13]([C:26]3[CH:31]=[CH:30][CH:29]=[CH:28][CH:27]=3)([C:20]3[CH:25]=[CH:24][CH:23]=[CH:22][CH:21]=3)[C:14]3[CH:19]=[CH:18][CH:17]=[CH:16][CH:15]=3)[CH:12]=2)[CH:5]=[CH:4][N:3]=1.[Br:39][C:40]1[CH:45]=[CH:44][C:43](B(O)O)=[CH:42][CH:41]=1. No catalyst specified. The product is [Br:39][C:40]1[CH:45]=[CH:44][C:43]([C:2]2[CH:7]=[C:6]([C:8]3[C:9]([C:32]4[CH:37]=[CH:36][CH:35]=[C:34]([CH3:38])[N:33]=4)=[N:10][N:11]([C:13]([C:20]4[CH:25]=[CH:24][CH:23]=[CH:22][CH:21]=4)([C:14]4[CH:19]=[CH:18][CH:17]=[CH:16][CH:15]=4)[C:26]4[CH:31]=[CH:30][CH:29]=[CH:28][CH:27]=4)[CH:12]=3)[CH:5]=[CH:4][N:3]=2)=[CH:42][CH:41]=1. The yield is 0.920.